Dataset: Forward reaction prediction with 1.9M reactions from USPTO patents (1976-2016). Task: Predict the product of the given reaction. (1) The product is: [F:9][C:8]([F:11])([F:10])[C:5]1[CH:4]=[C:3]2[C:2](=[CH:7][CH:6]=1)[NH:1][C:14](=[O:16])[CH:13]=[CH:12]2. Given the reactants [NH2:1][C:2]1[CH:7]=[CH:6][C:5]([C:8]([F:11])([F:10])[F:9])=[CH:4][C:3]=1/[CH:12]=[CH:13]/[C:14]([O:16]CC)=O, predict the reaction product. (2) Given the reactants [CH2:1]([C@H:8]([NH:31][C:32](=[O:38])[O:33][C:34](C)([CH3:36])[CH3:35])[C@@H:9]([OH:30])[CH:10]([NH:18][S:19]([C:22]1[CH:27]=[CH:26][C:25]([O:28][CH3:29])=[CH:24][CH:23]=1)(=[O:21])=[O:20])[O:11][CH:12]1[CH2:17][CH2:16][CH2:15][CH2:14][CH2:13]1)[C:2]1[CH:7]=[CH:6][CH:5]=[CH:4][CH:3]=1.[C:39](=O)([O:47]C1C=CC([N+]([O-])=O)=CC=1)[O:40]C1COCOC1.C(N(C(C)C)CC)(C)C.C(#N)C, predict the reaction product. The product is: [CH2:1]([C@H:8]([NH:31][C:32](=[O:38])[O:33][CH:34]1[CH2:35][O:47][CH2:39][O:40][CH2:36]1)[C@@H:9]([OH:30])[CH:10]([NH:18][S:19]([C:22]1[CH:27]=[CH:26][C:25]([O:28][CH3:29])=[CH:24][CH:23]=1)(=[O:20])=[O:21])[O:11][CH:12]1[CH2:13][CH2:14][CH2:15][CH2:16][CH2:17]1)[C:2]1[CH:3]=[CH:4][CH:5]=[CH:6][CH:7]=1. (3) Given the reactants Br[C:2]1[CH:3]=[C:4]2[C:9](=[CH:10][CH:11]=1)[N:8]=[CH:7][C:6]([C:12]([CH:14]1[CH2:16][CH2:15]1)=[O:13])=[C:5]2[N:17]1[CH2:22][CH2:21][CH:20]([CH2:23][N:24]2[CH2:28][CH2:27][CH2:26][CH2:25]2)[CH2:19][CH2:18]1.[Cl:29][C:30]1[CH:35]=[C:34](B2OC(C)(C)C(C)(C)O2)[CH:33]=[C:32]([F:45])[C:31]=1[OH:46], predict the reaction product. The product is: [Cl:29][C:30]1[CH:35]=[C:34]([C:2]2[CH:3]=[C:4]3[C:9](=[CH:10][CH:11]=2)[N:8]=[CH:7][C:6]([C:12]([CH:14]2[CH2:16][CH2:15]2)=[O:13])=[C:5]3[N:17]2[CH2:22][CH2:21][CH:20]([CH2:23][N:24]3[CH2:25][CH2:26][CH2:27][CH2:28]3)[CH2:19][CH2:18]2)[CH:33]=[C:32]([F:45])[C:31]=1[OH:46]. (4) Given the reactants [NH2:1][C:2]1[N:7]=[CH:6][C:5]([CH:8]2[CH2:13][N:12]([CH3:14])[C:11](=[O:15])[CH2:10][CH2:9]2)=[CH:4][C:3]=1Br.[Cl:17][C:18]1[CH:19]=[C:20]([C@H:24]([NH:27][C:28]([C:30]2[CH:35]=[CH:34][C:33](B(O)O)=[CH:32][C:31]=2[F:39])=[O:29])[CH2:25][OH:26])[CH:21]=[CH:22][CH:23]=1, predict the reaction product. The product is: [NH2:1][C:2]1[C:3]([C:33]2[CH:34]=[CH:35][C:30]([C:28]([NH:27][C@@H:24]([C:20]3[CH:21]=[CH:22][CH:23]=[C:18]([Cl:17])[CH:19]=3)[CH2:25][OH:26])=[O:29])=[C:31]([F:39])[CH:32]=2)=[CH:4][C:5]([CH:8]2[CH2:9][CH2:10][C:11](=[O:15])[N:12]([CH3:14])[CH2:13]2)=[CH:6][N:7]=1. (5) The product is: [CH3:1][O:2][C:3](=[O:11])[C:4]1[CH:9]=[CH:8][CH:7]=[C:6]([S:10][C:15]([F:14])([C:20]([F:23])([F:22])[F:21])[C:16]([F:19])([F:18])[F:17])[CH:5]=1. Given the reactants [CH3:1][O:2][C:3](=[O:11])[C:4]1[CH:9]=[CH:8][CH:7]=[C:6]([SH:10])[CH:5]=1.[H-].[Na+].[F:14][C:15](I)([C:20]([F:23])([F:22])[F:21])[C:16]([F:19])([F:18])[F:17], predict the reaction product.